From a dataset of Catalyst prediction with 721,799 reactions and 888 catalyst types from USPTO. Predict which catalyst facilitates the given reaction. (1) Reactant: [BH4-].[Na+].[Br:3][C:4]1[CH:5]=[C:6]([C:14](OC)=[O:15])[C:7]([C:10](OC)=[O:11])=[N:8][CH:9]=1.[Cl-].[Ca+2].[Cl-].Cl.O1CCOCC1. Product: [Br:3][C:4]1[CH:5]=[C:6]([CH2:14][OH:15])[C:7]([CH2:10][OH:11])=[N:8][CH:9]=1. The catalyst class is: 8. (2) The catalyst class is: 2. Reactant: [NH2:1][CH:2]1[CH2:6][N:5]([C:7]([O:9][C:10]([CH3:13])([CH3:12])[CH3:11])=[O:8])[CH2:4][C:3]1([F:15])[F:14].[CH3:16][S:17]([CH2:20][CH2:21][C:22](O)=[O:23])(=[O:19])=[O:18].CN1CCOCC1.C1C=CC2N(O)N=NC=2C=1.CCN=C=NCCCN(C)C.Cl. Product: [F:14][C:3]1([F:15])[CH:2]([NH:1][C:22](=[O:23])[CH2:21][CH2:20][S:17]([CH3:16])(=[O:19])=[O:18])[CH2:6][N:5]([C:7]([O:9][C:10]([CH3:12])([CH3:11])[CH3:13])=[O:8])[CH2:4]1. (3) Reactant: [F:1][C:2]1[CH:21]=[CH:20][C:5]2[C:6]([C:9]3[CH:14]=[CH:13][C:12]([O:15][CH2:16][C@H:17]4[CH2:19][O:18]4)=[CH:11][CH:10]=3)=[N:7][O:8][C:4]=2[CH:3]=1.[CH2:22]([NH2:29])[C:23]1[CH:28]=[CH:27][CH:26]=[CH:25][CH:24]=1.C(O)C.Cl. Product: [CH2:22]([NH:29][CH2:19][CH:17]([OH:18])[CH2:16][O:15][C:12]1[CH:11]=[CH:10][C:9]([C:6]2[C:5]3[CH:20]=[CH:21][C:2]([F:1])=[CH:3][C:4]=3[O:8][N:7]=2)=[CH:14][CH:13]=1)[C:23]1[CH:28]=[CH:27][CH:26]=[CH:25][CH:24]=1. The catalyst class is: 254. (4) Reactant: [F:1][CH:2]([F:36])[N:3]1[CH:7]=[C:6]([C:8]2[C:12]3=[N:13][CH:14]=[C:15]([C:17]4[C:18]([CH3:23])=[N:19][O:20][C:21]=4[CH3:22])[CH:16]=[C:11]3[N:10]([CH2:24][C:25]3([F:35])[CH2:34][CH2:33][C:28]4(OCC[O:29]4)[CH2:27][CH2:26]3)[CH:9]=2)[CH:5]=[N:4]1.Cl.C(=O)([O-])[O-].[K+].[K+]. Product: [F:36][CH:2]([F:1])[N:3]1[CH:7]=[C:6]([C:8]2[C:12]3=[N:13][CH:14]=[C:15]([C:17]4[C:18]([CH3:23])=[N:19][O:20][C:21]=4[CH3:22])[CH:16]=[C:11]3[N:10]([CH2:24][C:25]3([F:35])[CH2:34][CH2:33][C:28](=[O:29])[CH2:27][CH2:26]3)[CH:9]=2)[CH:5]=[N:4]1. The catalyst class is: 1. (5) Reactant: [CH3:1][O:2][C:3]1[CH:8]=[C:7]([O:9][CH3:10])[N:6]=[C:5]([N:11]2[C:20](=[O:21])[C:19]3[C:14](=[CH:15][C:16]([C:22]([OH:24])=O)=[CH:17][CH:18]=3)[NH:13][C:12]2=[S:25])[N:4]=1.[Cl:26][C:27]1[CH:28]=[C:29]([CH:32]=[CH:33][CH:34]=1)[CH2:30][NH2:31].CCN(C(C)C)C(C)C.CN(C(ON1N=NC2C=CC=NC1=2)=[N+](C)C)C.F[P-](F)(F)(F)(F)F. Product: [Cl:26][C:27]1[CH:28]=[C:29]([CH:32]=[CH:33][CH:34]=1)[CH2:30][NH:31][C:22]([C:16]1[CH:15]=[C:14]2[C:19]([C:20](=[O:21])[N:11]([C:5]3[N:6]=[C:7]([O:9][CH3:10])[CH:8]=[C:3]([O:2][CH3:1])[N:4]=3)[C:12](=[S:25])[NH:13]2)=[CH:18][CH:17]=1)=[O:24]. The catalyst class is: 3. (6) Reactant: [H-].[Na+].[CH2:3]([OH:6])[CH:4]=[CH2:5].Cl[C:8]1[C:17]2[C:12](=[CH:13][C:14]([O:18][CH3:19])=[CH:15][CH:16]=2)[C:11]([C:20]2[CH:25]=[CH:24][CH:23]=[CH:22][CH:21]=2)=[C:10]([C:26]#[N:27])[N:9]=1. Product: [CH2:3]([O:6][C:8]1[C:17]2[C:12](=[CH:13][C:14]([O:18][CH3:19])=[CH:15][CH:16]=2)[C:11]([C:20]2[CH:25]=[CH:24][CH:23]=[CH:22][CH:21]=2)=[C:10]([C:26]#[N:27])[N:9]=1)[CH:4]=[CH2:5]. The catalyst class is: 1.